The task is: Predict which catalyst facilitates the given reaction.. This data is from Catalyst prediction with 721,799 reactions and 888 catalyst types from USPTO. Reactant: [F:1][C:2]1[CH:3]=[C:4]2[C:8](=[CH:9][C:10]=1[C:11]([F:14])([F:13])[F:12])[CH2:7][N:6](C(C1C=CC=CC=1)(C1C=CC=CC=1)C1C=CC=CC=1)[CH2:5]2.CO.[F:36][C:37]([F:42])([F:41])[C:38]([OH:40])=[O:39]. Product: [F:36][C:37]([F:42])([F:41])[C:38]([OH:40])=[O:39].[F:1][C:2]1[CH:3]=[C:4]2[C:8](=[CH:9][C:10]=1[C:11]([F:13])([F:12])[F:14])[CH2:7][NH:6][CH2:5]2. The catalyst class is: 22.